Dataset: Catalyst prediction with 721,799 reactions and 888 catalyst types from USPTO. Task: Predict which catalyst facilitates the given reaction. (1) Reactant: C([O:8][C:9]1[CH:35]=[CH:34][C:12]([C:13]([NH:15][NH:16][C:17]([C@@:19]2([CH3:33])[CH2:23][O:22][C:21]([CH3:25])([CH3:24])[N:20]2[C:26]([O:28][C:29]([CH3:32])([CH3:31])[CH3:30])=[O:27])=[O:18])=[O:14])=[CH:11][C:10]=1[C:36]([F:39])([F:38])[F:37])C1C=CC=CC=1. Product: [OH:8][C:9]1[CH:35]=[CH:34][C:12]([C:13]([NH:15][NH:16][C:17]([C@@:19]2([CH3:33])[CH2:23][O:22][C:21]([CH3:24])([CH3:25])[N:20]2[C:26]([O:28][C:29]([CH3:32])([CH3:30])[CH3:31])=[O:27])=[O:18])=[O:14])=[CH:11][C:10]=1[C:36]([F:38])([F:39])[F:37]. The catalyst class is: 19. (2) Reactant: [F:1][C:2]1[CH:10]=[CH:9][C:5]([C:6](O)=[O:7])=[CH:4][CH:3]=1.C(Cl)(=O)C([Cl:14])=O. Product: [F:1][C:2]1[CH:10]=[CH:9][C:5]([C:6]([Cl:14])=[O:7])=[CH:4][CH:3]=1. The catalyst class is: 68. (3) Reactant: Br[C:2]1[C:7]2[S:8][C:9]([C:11]3[C:16]([F:17])=[CH:15][CH:14]=[CH:13][C:12]=3[Cl:18])=[N:10][C:6]=2[C:5]([Br:19])=[CH:4][N:3]=1.[CH3:20][C:21]1[N:26]=[CH:25][N:24]=[C:23]([NH2:27])[CH:22]=1.CC1(C)C2C(=C(P(C3C=CC=CC=3)C3C=CC=CC=3)C=CC=2)OC2C(P(C3C=CC=CC=3)C3C=CC=CC=3)=CC=CC1=2.C([O-])([O-])=O.[Cs+].[Cs+]. Product: [Br:19][C:5]1[C:6]2[N:10]=[C:9]([C:11]3[C:16]([F:17])=[CH:15][CH:14]=[CH:13][C:12]=3[Cl:18])[S:8][C:7]=2[C:2]([NH:27][C:23]2[CH:22]=[C:21]([CH3:20])[N:26]=[CH:25][N:24]=2)=[N:3][CH:4]=1. The catalyst class is: 62.